This data is from NCI-60 drug combinations with 297,098 pairs across 59 cell lines. The task is: Regression. Given two drug SMILES strings and cell line genomic features, predict the synergy score measuring deviation from expected non-interaction effect. (1) Drug 1: CC1=C2C(C(=O)C3(C(CC4C(C3C(C(C2(C)C)(CC1OC(=O)C(C(C5=CC=CC=C5)NC(=O)OC(C)(C)C)O)O)OC(=O)C6=CC=CC=C6)(CO4)OC(=O)C)O)C)O. Drug 2: B(C(CC(C)C)NC(=O)C(CC1=CC=CC=C1)NC(=O)C2=NC=CN=C2)(O)O. Cell line: SF-539. Synergy scores: CSS=52.7, Synergy_ZIP=-9.88, Synergy_Bliss=-8.00, Synergy_Loewe=-10.2, Synergy_HSA=-7.32. (2) Drug 1: CC(CN1CC(=O)NC(=O)C1)N2CC(=O)NC(=O)C2. Drug 2: C1=NC(=NC(=O)N1C2C(C(C(O2)CO)O)O)N. Cell line: SK-OV-3. Synergy scores: CSS=7.52, Synergy_ZIP=-1.85, Synergy_Bliss=1.78, Synergy_Loewe=1.39, Synergy_HSA=1.05. (3) Drug 1: CCC1=CC2CC(C3=C(CN(C2)C1)C4=CC=CC=C4N3)(C5=C(C=C6C(=C5)C78CCN9C7C(C=CC9)(C(C(C8N6C)(C(=O)OC)O)OC(=O)C)CC)OC)C(=O)OC.C(C(C(=O)O)O)(C(=O)O)O. Drug 2: CC1CCC2CC(C(=CC=CC=CC(CC(C(=O)C(C(C(=CC(C(=O)CC(OC(=O)C3CCCCN3C(=O)C(=O)C1(O2)O)C(C)CC4CCC(C(C4)OC)O)C)C)O)OC)C)C)C)OC. Cell line: BT-549. Synergy scores: CSS=61.2, Synergy_ZIP=2.74, Synergy_Bliss=2.09, Synergy_Loewe=6.83, Synergy_HSA=8.40.